The task is: Predict the reactants needed to synthesize the given product.. This data is from Full USPTO retrosynthesis dataset with 1.9M reactions from patents (1976-2016). (1) The reactants are: [O:1]=[C:2]1[NH:6][C:5]2[CH:7]=[CH:8][C:9]([NH:11][C:12](=[O:16])[C:13]([OH:15])=O)=[CH:10][C:4]=2[S:3]1.[CH2:17]([CH:24]1[CH2:29][CH2:28][NH:27][CH2:26][CH2:25]1)[C:18]1[CH:23]=[CH:22][CH:21]=[CH:20][CH:19]=1. Given the product [CH2:17]([CH:24]1[CH2:29][CH2:28][N:27]([C:13](=[O:15])[C:12]([NH:11][C:9]2[CH:8]=[CH:7][C:5]3[NH:6][C:2](=[O:1])[S:3][C:4]=3[CH:10]=2)=[O:16])[CH2:26][CH2:25]1)[C:18]1[CH:23]=[CH:22][CH:21]=[CH:20][CH:19]=1, predict the reactants needed to synthesize it. (2) Given the product [Br:1][C:2]1[CH:3]=[CH:4][C:5]2[CH2:12][N:11]([C:28]([CH:25]3[CH2:27][CH2:26]3)=[O:29])[C:10]3[CH:13]=[CH:14][C:15]([Cl:17])=[CH:16][C:9]=3[CH:8]=[CH:7][C:6]=2[CH:18]=1, predict the reactants needed to synthesize it. The reactants are: [Br:1][C:2]1[CH:3]=[CH:4][C:5]2[CH2:12][NH:11][C:10]3[CH:13]=[CH:14][C:15]([Cl:17])=[CH:16][C:9]=3[CH:8]=[CH:7][C:6]=2[CH:18]=1.N1C=CC=CC=1.[CH:25]1([C:28](Cl)=[O:29])[CH2:27][CH2:26]1.